Dataset: Catalyst prediction with 721,799 reactions and 888 catalyst types from USPTO. Task: Predict which catalyst facilitates the given reaction. (1) The catalyst class is: 20. Reactant: [Si]([O:8][C@@H:9]1[CH2:13][N:12]([C:14]2[C:18]([NH:19][C:20]([C:22]3[N:23]=[C:24]([CH3:27])[O:25][CH:26]=3)=[O:21])=[CH:17][N:16]([CH3:28])[N:15]=2)[C:11](=[O:29])[CH2:10]1)(C(C)(C)C)(C)C. Product: [OH:8][C@@H:9]1[CH2:13][N:12]([C:14]2[C:18]([NH:19][C:20]([C:22]3[N:23]=[C:24]([CH3:27])[O:25][CH:26]=3)=[O:21])=[CH:17][N:16]([CH3:28])[N:15]=2)[C:11](=[O:29])[CH2:10]1. (2) Reactant: [Cl:1][C:2]1[CH:3]=[C:4]([CH:17]=[CH:18][C:19]=1[Cl:20])[CH2:5][NH:6][C:7]([NH:9][C:10]1[S:11][CH:12]=[C:13]([CH2:15]I)[N:14]=1)=[O:8].[CH2:21]([NH2:23])[CH3:22]. Product: [Cl:1][C:2]1[CH:3]=[C:4]([CH:17]=[CH:18][C:19]=1[Cl:20])[CH2:5][NH:6][C:7]([NH:9][C:10]1[S:11][CH:12]=[C:13]([CH2:15][NH:23][CH2:21][CH3:22])[N:14]=1)=[O:8]. The catalyst class is: 7.